From a dataset of Full USPTO retrosynthesis dataset with 1.9M reactions from patents (1976-2016). Predict the reactants needed to synthesize the given product. (1) Given the product [CH:28]1([CH2:31][O:32][C:2]2[CH:7]=[C:6]([N:8]3[CH2:12][CH2:11][CH2:10][CH2:9]3)[N:5]=[C:4](/[CH:13]=[CH:14]/[C:15]3[N:24]=[C:23]([N:25]([CH3:27])[CH3:26])[C:22]4[C:17](=[CH:18][CH:19]=[CH:20][CH:21]=4)[N:16]=3)[N:3]=2)[CH2:30][CH2:29]1, predict the reactants needed to synthesize it. The reactants are: Cl[C:2]1[CH:7]=[C:6]([N:8]2[CH2:12][CH2:11][CH2:10][CH2:9]2)[N:5]=[C:4](/[CH:13]=[CH:14]/[C:15]2[N:24]=[C:23]([N:25]([CH3:27])[CH3:26])[C:22]3[C:17](=[CH:18][CH:19]=[CH:20][CH:21]=3)[N:16]=2)[N:3]=1.[CH:28]1([CH2:31][OH:32])[CH2:30][CH2:29]1.[H-].[Na+]. (2) Given the product [N:1]1([CH2:7][CH2:8][CH2:9][O:10][C:11]2[CH:12]=[C:13]([NH:17][C:18](=[O:19])[C:20]3[CH:21]=[CH:22][C:28]([C:38]([F:49])([F:48])[F:37])=[CH:26][CH:27]=3)[CH:14]=[CH:15][CH:16]=2)[CH2:2][CH2:3][O:4][CH2:5][CH2:6]1, predict the reactants needed to synthesize it. The reactants are: [N:1]1([CH2:7][CH2:8][CH2:9][O:10][C:11]2[CH:12]=[C:13]([NH:17][C:18]([C:20]34CC5C[CH:26]([CH2:28][CH:22](C5)[CH2:21]3)[CH2:27]4)=[O:19])[CH:14]=[CH:15][CH:16]=2)[CH2:6][CH2:5][O:4][CH2:3][CH2:2]1.C(N(CC)CC)C.[F:37][C:38]([F:49])([F:48])C1C=CC(C(Cl)=O)=CC=1.CO.C(Cl)Cl.